From a dataset of Reaction yield outcomes from USPTO patents with 853,638 reactions. Predict the reaction yield, written as a fraction of the theoretical maximum amount of product (1.0 means a 100% yield; for example, 0.34 means a 34% yield). (1) The reactants are [CH3:1][C:2]1[C:3]([C:28]2[CH:33]=[CH:32][CH:31]=[CH:30][CH:29]=2)=[C:4]([O:14][C:15]2[CH:20]=[CH:19][C:18]([NH:21][C:22](=[O:27])[CH2:23][C:24]([OH:26])=[O:25])=[CH:17][CH:16]=2)[C:5]2[C:10]([CH:11]=1)=[CH:9][C:8]([O:12]C)=[CH:7][CH:6]=2.B(Br)(Br)Br. The catalyst is C(Cl)Cl. The product is [OH:12][C:8]1[CH:9]=[C:10]2[C:5](=[CH:6][CH:7]=1)[C:4]([O:14][C:15]1[CH:16]=[CH:17][C:18]([NH:21][C:22](=[O:27])[CH2:23][C:24]([OH:26])=[O:25])=[CH:19][CH:20]=1)=[C:3]([C:28]1[CH:29]=[CH:30][CH:31]=[CH:32][CH:33]=1)[C:2]([CH3:1])=[CH:11]2. The yield is 0.300. (2) The reactants are [CH3:1][C:2]1([CH3:35])[O:6][C@@H:5]([CH2:7][O:8][C:9]2[N:14]=[C:13]([N:15]3[CH2:20][CH2:19][CH:18]([C:21]4[C:29]5[C:24](=[N:25][CH:26]=[CH:27][CH:28]=5)[NH:23][N:22]=4)[CH2:17][CH2:16]3)[N:12]=[C:11](C(C#N)C#N)[N:10]=2)[CH2:4][CH2:3]1.CS(C)=O.[NH2:40][C@H:41]([CH3:44])[CH2:42][OH:43].C1C=C(Cl)C=C([C:52](OO)=[O:53])C=1. The catalyst is CC#N. The product is [CH3:1][C:2]1([CH3:35])[O:6][C@@H:5]([CH2:7][O:8][C:9]2[N:14]=[C:13]([N:15]3[CH2:20][CH2:19][CH:18]([C:21]4[C:29]5[C:24](=[N:25][CH:26]=[CH:27][CH:28]=5)[NH:23][N:22]=4)[CH2:17][CH2:16]3)[N:12]=[C:11]([C:52]([NH:40][C@H:41]([CH3:44])[CH2:42][OH:43])=[O:53])[N:10]=2)[CH2:4][CH2:3]1. The yield is 0.440. (3) The reactants are C1(P(C2CCCCC2)C2CCCCC2)CCCCC1.CCCCCC[CH2:26][CH2:27][CH2:28][CH2:29][CH2:30][CH2:31][CH3:32].CO[C:35]1[CH:36]=[C:37]2[C:42](=[CH:43][CH:44]=1)[CH2:41][CH2:40][CH2:39][CH2:38]2.O(C(C)C)C(C)C.C1(C)C(C2C(C)=CC=CC=2)=CC=CC=1.CC1C=C(O)C=CC=1. The catalyst is CC(OC)(C)C. The yield is 0.750. The product is [CH3:32][C:31]1[CH:26]=[CH:27][C:28]([C:35]2[CH:36]=[C:37]3[C:42](=[CH:43][CH:44]=2)[CH2:41][CH2:40][CH2:39][CH2:38]3)=[CH:29][CH:30]=1. (4) The reactants are [CH2:1]([O:3][C:4](=[O:18])[CH2:5][N:6]1[C:14]2[CH2:13][CH2:12][CH2:11][C@@H:10]([N:15]=[N+]=[N-])[C:9]=2[CH:8]=[N:7]1)[CH3:2]. The catalyst is C(O)C.[Pd]. The product is [CH2:1]([O:3][C:4](=[O:18])[CH2:5][N:6]1[C:14]2[CH2:13][CH2:12][CH2:11][C@@H:10]([NH2:15])[C:9]=2[CH:8]=[N:7]1)[CH3:2]. The yield is 0.980. (5) The reactants are Cl[C:2]1[N:7]2[N:8]=[C:9]([NH:11][C:12](=[O:19])[C:13]3[CH:18]=[CH:17][CH:16]=[N:15][CH:14]=3)[N:10]=[C:6]2[CH:5]=[C:4]([C:20]([F:23])([F:22])[F:21])[CH:3]=1.[CH:24]1([NH2:28])[CH2:27][CH2:26][CH2:25]1. The product is [CH:24]1([NH:28][C:2]2[N:7]3[N:8]=[C:9]([NH:11][C:12](=[O:19])[C:13]4[CH:18]=[CH:17][CH:16]=[N:15][CH:14]=4)[N:10]=[C:6]3[CH:5]=[C:4]([C:20]([F:23])([F:22])[F:21])[CH:3]=2)[CH2:27][CH2:26][CH2:25]1. The yield is 0.530. No catalyst specified. (6) The reactants are [F:1][C:2]1[CH:7]=[CH:6][CH:5]=[C:4]([F:8])[C:3]=1[N:9]1[C:14]2[N:15]=[C:16](S(C)(=O)=O)[N:17]=[C:18]([C:19]3[CH:24]=[CH:23][C:22]([F:25])=[CH:21][C:20]=3[CH3:26])[C:13]=2[CH:12]=[CH:11][C:10]1=[O:31].[CH3:32][S:33][CH2:34][CH2:35][CH2:36][NH2:37]. No catalyst specified. The product is [F:8][C:4]1[CH:5]=[CH:6][CH:7]=[C:2]([F:1])[C:3]=1[N:9]1[C:14]2[N:15]=[C:16]([NH:37][CH2:36][CH2:35][CH2:34][S:33][CH3:32])[N:17]=[C:18]([C:19]3[CH:24]=[CH:23][C:22]([F:25])=[CH:21][C:20]=3[CH3:26])[C:13]=2[CH:12]=[CH:11][C:10]1=[O:31]. The yield is 0.520.